Dataset: Full USPTO retrosynthesis dataset with 1.9M reactions from patents (1976-2016). Task: Predict the reactants needed to synthesize the given product. (1) The reactants are: CC(C)([O-])C.[K+].[OH:7][C:8]1[CH:13]=[CH:12][N:11]=[CH:10][CH:9]=1.I[C:15]1[CH:22]=[CH:21][C:18]([C:19]#[N:20])=[CH:17][CH:16]=1. Given the product [N:11]1[CH:12]=[CH:13][C:8]([O:7][C:15]2[CH:22]=[CH:21][C:18]([C:19]#[N:20])=[CH:17][CH:16]=2)=[CH:9][CH:10]=1, predict the reactants needed to synthesize it. (2) Given the product [CH3:62][N:51]([CH3:50])[CH2:52][CH2:53][CH:54]([N:1]1[CH:5]=[C:4]([NH:6][C:7]([C:9]2[C:17]3[C:12](=[CH:13][C:14]([C:18]4[CH:22]=[CH:21][NH:20][N:19]=4)=[CH:15][CH:16]=3)[NH:11][N:10]=2)=[O:8])[CH:3]=[N:2]1)[C:56]1[CH:61]=[CH:60][CH:59]=[CH:58][CH:57]=1, predict the reactants needed to synthesize it. The reactants are: [NH:1]1[CH:5]=[C:4]([NH:6][C:7]([C:9]2[C:17]3[C:12](=[CH:13][C:14]([C:18]4[CH:22]=[CH:21][N:20](C5CCCCO5)[N:19]=4)=[CH:15][CH:16]=3)[N:11](COCC[Si](C)(C)C)[N:10]=2)=[O:8])[CH:3]=[N:2]1.C(P(CCCC)CCCC)CCC.[CH3:50][N:51]([CH3:62])[CH2:52][CH2:53][CH:54]([C:56]1[CH:61]=[CH:60][CH:59]=[CH:58][CH:57]=1)O.CN(C(N=NC(N(C)C)=O)=O)C. (3) Given the product [Br:1][C:2]1[CH:7]=[CH:6][C:5]([CH2:8][CH3:9])=[C:4]([F:10])[CH:3]=1, predict the reactants needed to synthesize it. The reactants are: [Br:1][C:2]1[CH:7]=[CH:6][C:5]([CH:8]=[CH2:9])=[C:4]([F:10])[CH:3]=1. (4) Given the product [CH3:28][NH:31][C:2]1[N:7]2[C:8](=[O:11])[NH:9][N:10]=[C:6]2[C:5]([C:12]2[CH:13]=[CH:14][C:15]([Cl:18])=[CH:16][CH:17]=2)=[C:4]([C:19]2[CH:24]=[CH:23][C:22]([Cl:25])=[CH:21][CH:20]=2)[N:3]=1, predict the reactants needed to synthesize it. The reactants are: Cl[C:2]1[N:7]2[C:8](=[O:11])[NH:9][N:10]=[C:6]2[C:5]([C:12]2[CH:17]=[CH:16][C:15]([Cl:18])=[CH:14][CH:13]=2)=[C:4]([C:19]2[CH:24]=[CH:23][C:22]([Cl:25])=[CH:21][CH:20]=2)[N:3]=1.CN.[CH:28]([N:31](CC)C(C)C)(C)C.